This data is from Forward reaction prediction with 1.9M reactions from USPTO patents (1976-2016). The task is: Predict the product of the given reaction. (1) Given the reactants Cl[C:2]1[CH:7]=[C:6]([N:8]([CH:16]2[CH2:18][CH2:17]2)C(=O)OC(C)(C)C)[N:5]2[N:19]=[CH:20][C:21]([CH:22]=[C:23]3[CH2:27][C:26](=[O:28])[NH:25][C:24]3=[O:29])=[C:4]2[N:3]=1.C([O-])([O-])=O.[K+].[K+].[CH3:36][O:37][C:38]1[CH:39]=[C:40]([CH2:46][NH2:47])[CH:41]=[C:42]([O:44][CH3:45])[CH:43]=1.Cl.O1CCOCC1, predict the reaction product. The product is: [CH:16]1([NH:8][C:6]2[N:5]3[N:19]=[CH:20][C:21]([CH:22]=[C:23]4[CH2:27][C:26](=[O:28])[NH:25][C:24]4=[O:29])=[C:4]3[N:3]=[C:2]([NH:47][CH2:46][C:40]3[CH:41]=[C:42]([O:44][CH3:45])[CH:43]=[C:38]([O:37][CH3:36])[CH:39]=3)[CH:7]=2)[CH2:18][CH2:17]1. (2) Given the reactants [S:1]1[CH:5]=[CH:4][C:3]([C:6]2[CH:7]=[CH:8][CH:9]=[C:10]3[C:14]=2[NH:13]C(=O)[C:11]3=[O:16])=[CH:2]1.[OH-:17].[Na+].OO.Cl, predict the reaction product. The product is: [NH2:13][C:14]1[C:6]([C:3]2[CH:4]=[CH:5][S:1][CH:2]=2)=[CH:7][CH:8]=[CH:9][C:10]=1[C:11]([OH:16])=[O:17].